Task: Predict the reaction yield, written as a fraction of the theoretical maximum amount of product (1.0 means a 100% yield; for example, 0.34 means a 34% yield).. Dataset: Reaction yield outcomes from USPTO patents with 853,638 reactions (1) The reactants are [C:1]([N:4]1[C:12]2[C:7](=[CH:8][C:9]([N+:13]([O-])=O)=[CH:10][CH:11]=2)[CH2:6][CH2:5]1)(=[O:3])[CH3:2]. The catalyst is C(O)C.C1COCC1.[Pd]. The product is [C:1]([N:4]1[C:12]2[C:7](=[CH:8][C:9]([NH2:13])=[CH:10][CH:11]=2)[CH2:6][CH2:5]1)(=[O:3])[CH3:2]. The yield is 0.680. (2) The reactants are [CH3:1][C:2]1[CH:3]=[C:4]([O:15][C:16]2[C:25]3[C:20](=[CH:21][C:22]([OH:28])=[C:23]([O:26][CH3:27])[CH:24]=3)[N:19]=[CH:18][CH:17]=2)[C:5]([C:9]2[CH:14]=[CH:13][CH:12]=[CH:11][CH:10]=2)=[N:6][C:7]=1[CH3:8].C1(P(C2C=CC=CC=2)C2C=CC=CC=2)C=CC=CC=1.CC1(C)[O:54][CH2:53][CH:52]([CH2:55]O)[CH2:51][O:50]1.S(=O)(=O)(O)O.[OH-].[Na+]. The catalyst is O1CCCC1.O. The product is [CH3:1][C:2]1[CH:3]=[C:4]([O:15][C:16]2[C:25]3[C:20](=[CH:21][C:22]([O:28][CH2:55][CH:52]([CH2:53][OH:54])[CH2:51][OH:50])=[C:23]([O:26][CH3:27])[CH:24]=3)[N:19]=[CH:18][CH:17]=2)[C:5]([C:9]2[CH:10]=[CH:11][CH:12]=[CH:13][CH:14]=2)=[N:6][C:7]=1[CH3:8]. The yield is 0.760.